This data is from Reaction yield outcomes from USPTO patents with 853,638 reactions. The task is: Predict the reaction yield, written as a fraction of the theoretical maximum amount of product (1.0 means a 100% yield; for example, 0.34 means a 34% yield). The reactants are [CH3:1][C:2]([CH3:14])([CH3:13])[C:3]([NH:5][C:6]1[CH:11]=[CH:10][CH:9]=[C:8]([CH3:12])[N:7]=1)=[O:4].[Br:15]N1C(=O)CCC1=O. The catalyst is CC(N=NC(C#N)(C)C)(C#N)C.C(Cl)(Cl)(Cl)Cl. The product is [Br:15][CH2:12][C:8]1[N:7]=[C:6]([NH:5][C:3](=[O:4])[C:2]([CH3:14])([CH3:13])[CH3:1])[CH:11]=[CH:10][CH:9]=1. The yield is 0.0500.